The task is: Predict the reaction yield, written as a fraction of the theoretical maximum amount of product (1.0 means a 100% yield; for example, 0.34 means a 34% yield).. This data is from Reaction yield outcomes from USPTO patents with 853,638 reactions. (1) The reactants are [N:1]12[CH2:8][CH2:7][C:4]([C:9]([C:18]3[CH:23]=[CH:22][CH:21]=[C:20]([CH3:24])[CH:19]=3)([C:11]3[CH:16]=[CH:15][CH:14]=[C:13]([CH3:17])[CH:12]=3)[OH:10])([CH2:5][CH2:6]1)[CH2:3][CH2:2]2.[C:25]1([CH2:31][O:32][CH2:33][CH2:34][Br:35])[CH:30]=[CH:29][CH:28]=[CH:27][CH:26]=1. The catalyst is CC#N. The product is [Br-:35].[OH:10][C:9]([C:18]1[CH:23]=[CH:22][CH:21]=[C:20]([CH3:24])[CH:19]=1)([C:11]1[CH:16]=[CH:15][CH:14]=[C:13]([CH3:17])[CH:12]=1)[C:4]12[CH2:5][CH2:6][N+:1]([CH2:34][CH2:33][O:32][CH2:31][C:25]3[CH:30]=[CH:29][CH:28]=[CH:27][CH:26]=3)([CH2:8][CH2:7]1)[CH2:2][CH2:3]2. The yield is 0.110. (2) The reactants are FC(F)C1NC2C=CC=CC=2N=1.FC(F)C1NC2C=C(O[Si](C(C)(C)C)(C)C)C=CC=2N=1.[F:33][CH:34]([F:70])[C:35]1[N:39]([C:40]2[N:45]=[C:44]([N:46]3[CH2:51][CH2:50][O:49][CH2:48][CH2:47]3)[CH:43]=[C:42]([N:52]3[CH2:57][CH2:56][O:55][CH2:54][CH2:53]3)[N:41]=2)[C:38]2[CH:58]=[CH:59][C:60]([O:62][Si](C(C)(C)C)(C)C)=[CH:61][C:37]=2[N:36]=1.[F-].C([N+](CCCC)(CCCC)CCCC)CCC. The catalyst is C1COCC1.O. The yield is 0.930. The product is [F:70][CH:34]([F:33])[C:35]1[N:39]([C:40]2[N:41]=[C:42]([N:52]3[CH2:53][CH2:54][O:55][CH2:56][CH2:57]3)[CH:43]=[C:44]([N:46]3[CH2:51][CH2:50][O:49][CH2:48][CH2:47]3)[N:45]=2)[C:38]2[CH:58]=[CH:59][C:60]([OH:62])=[CH:61][C:37]=2[N:36]=1. (3) The reactants are [NH2:1][C:2]1[C:3]2[C:10]([C:11]3[CH:12]=[C:13]4[C:17](=[CH:18][CH:19]=3)[N:16]([C:20](=[O:29])[CH2:21][C:22]3[CH:27]=[CH:26][CH:25]=[C:24]([CH3:28])[CH:23]=3)[CH2:15][CH2:14]4)=[CH:9][N:8]([CH:30]3[CH2:33][N:32](C(OC(C)(C)C)=O)[CH2:31]3)[C:4]=2[N:5]=[CH:6][N:7]=1.Cl.O1CCOCC1. The catalyst is CN(C=O)C.CO.C(Cl)Cl. The product is [NH:32]1[CH2:31][CH:30]([N:8]2[C:4]3[N:5]=[CH:6][N:7]=[C:2]([NH2:1])[C:3]=3[C:10]([C:11]3[CH:12]=[C:13]4[C:17](=[CH:18][CH:19]=3)[N:16]([C:20](=[O:29])[CH2:21][C:22]3[CH:27]=[CH:26][CH:25]=[C:24]([CH3:28])[CH:23]=3)[CH2:15][CH2:14]4)=[CH:9]2)[CH2:33]1. The yield is 0.639. (4) The reactants are S(Cl)(Cl)=O.[CH2:5]([O:12][C:13]([NH:15][CH:16]([CH2:28][C:29]1[CH:34]=[CH:33][CH:32]=[CH:31][CH:30]=1)[C:17]([NH:19][CH:20]([P:24](=[O:27])([OH:26])[OH:25])[CH:21]([CH3:23])[CH3:22])=[O:18])=[O:14])[C:6]1[CH:11]=[CH:10][CH:9]=[CH:8][CH:7]=1.[CH3:35][O:36][C:37](=[O:51])[CH:38](O)[CH2:39][CH2:40][CH2:41][NH:42][C:43]([O:45][C:46]([CH3:49])([CH3:48])[CH3:47])=[O:44].C(OCC)(=O)C. The catalyst is CN(C=O)C. The product is [CH3:35][O:36][C:37](=[O:51])[CH:38]([O:27][P:24]([CH:20]([NH:19][C:17](=[O:18])[CH:16]([NH:15][C:13]([O:12][CH2:5][C:6]1[CH:11]=[CH:10][CH:9]=[CH:8][CH:7]=1)=[O:14])[CH2:28][C:29]1[CH:30]=[CH:31][CH:32]=[CH:33][CH:34]=1)[CH:21]([CH3:22])[CH3:23])([OH:26])=[O:25])[CH2:39][CH2:40][CH2:41][NH:42][C:43]([O:45][C:46]([CH3:48])([CH3:47])[CH3:49])=[O:44]. The yield is 0.660. (5) The reactants are [OH-].[K+].[CH2:3]([O:5][C:6](=[O:14])[CH:7]([CH3:13])[C:8]([O:10]CC)=[O:9])C. The catalyst is CO. The product is [CH3:3][O:5][C:6](=[O:14])[CH:7]([CH3:13])[C:8]([OH:10])=[O:9]. The yield is 0.470. (6) The reactants are C([O-])([O-])=O.[K+].[K+].I[CH:8]([CH3:10])[CH3:9].[I:11][C:12]1[C:17]([CH3:18])=[CH:16][C:15]([OH:19])=[C:14]([CH3:20])[CH:13]=1.Cl. The catalyst is CN(C=O)C. The product is [I:11][C:12]1[CH:13]=[C:14]([CH3:20])[C:15]([O:19][CH:8]([CH3:10])[CH3:9])=[CH:16][C:17]=1[CH3:18]. The yield is 0.420.